From a dataset of Full USPTO retrosynthesis dataset with 1.9M reactions from patents (1976-2016). Predict the reactants needed to synthesize the given product. (1) Given the product [I:26][C:24]1[CH:25]=[C:20]2[C:21](=[CH:22][CH:23]=1)[N:9]([CH2:8][CH2:7][N:4]1[CH2:5][CH2:6][O:1][CH2:2][CH2:3]1)[CH:12]=[C:13]([C:14]([O:16][CH2:17][CH3:18])=[O:15])[C:19]2=[O:28], predict the reactants needed to synthesize it. The reactants are: [O:1]1[CH2:6][CH2:5][N:4]([CH2:7][CH2:8][NH2:9])[CH2:3][CH2:2]1.CN(C)/[CH:12]=[C:13](/[C:19](=[O:28])[C:20]1[CH:25]=[C:24]([I:26])[CH:23]=[CH:22][C:21]=1F)\[C:14]([O:16][CH2:17][CH3:18])=[O:15].C(=O)([O-])[O-].[K+].[K+]. (2) Given the product [C:28]([O:27][C:25]([NH:32][CH2:33][C:34]([N:51]1[CH2:52][CH2:53][C:48]([CH2:47][OH:46])([C:54]([O:56][CH3:1])=[O:55])[CH2:49][CH2:50]1)=[O:36])=[O:26])([CH3:29])([CH3:30])[CH3:31], predict the reactants needed to synthesize it. The reactants are: [CH3:1]N(C(ON1N=NC2C=CC=CC1=2)=[N+](C)C)C.F[P-](F)(F)(F)(F)F.[C:25]([NH:32][CH2:33][C:34]([OH:36])=O)([O:27][C:28]([CH3:31])([CH3:30])[CH3:29])=[O:26].CCN(C(C)C)C(C)C.[OH:46][CH2:47][C:48]1([C:54]([O-:56])=[O:55])[CH2:53][CH2:52][NH:51][CH2:50][CH2:49]1. (3) The reactants are: Cl[C:2]1[C:11]2[C:6](=[CH:7][C:8]([F:12])=[CH:9][CH:10]=2)[CH:5]=[CH:4][N:3]=1.[C:13]([C:17]1[CH:23]=[CH:22][C:20]([NH2:21])=[CH:19][CH:18]=1)([CH3:16])([CH3:15])[CH3:14].Cl. Given the product [C:13]([C:17]1[CH:18]=[CH:19][C:20]([NH:21][C:2]2[C:11]3[C:6](=[CH:7][C:8]([F:12])=[CH:9][CH:10]=3)[CH:5]=[CH:4][N:3]=2)=[CH:22][CH:23]=1)([CH3:16])([CH3:14])[CH3:15], predict the reactants needed to synthesize it. (4) Given the product [CH:1]1([CH2:5][NH:6][C:7]([C:9]2[C:14]([NH:15][C:16]([C:18]3[C:27]4[C:22](=[CH:23][CH:24]=[CH:25][CH:26]=4)[C:21]([CH2:28][N:29]4[CH:33]=[CH:32][N:31]=[N:30]4)=[CH:20][CH:19]=3)=[O:17])=[CH:13][CH:12]=[C:11]([O:34][CH2:37][C:38]3[CH:43]=[CH:42][CH:41]=[CH:40][N:39]=3)[N:10]=2)=[O:8])[CH2:4][CH2:3][CH2:2]1, predict the reactants needed to synthesize it. The reactants are: [CH:1]1([CH2:5][NH:6][C:7]([C:9]2[C:14]([NH:15][C:16]([C:18]3[C:27]4[C:22](=[CH:23][CH:24]=[CH:25][CH:26]=4)[C:21]([CH2:28][N:29]4[CH:33]=[CH:32][N:31]=[N:30]4)=[CH:20][CH:19]=3)=[O:17])=[CH:13][CH:12]=[C:11]([OH:34])[N:10]=2)=[O:8])[CH2:4][CH2:3][CH2:2]1.Br.Br[CH2:37][C:38]1[CH:43]=[CH:42][CH:41]=[CH:40][N:39]=1. (5) Given the product [CH2:1]([O:3][C:4]([C:6]1[C:12]2[NH:13][C:14]3[C:15]([OH:34])=[CH:16][CH:17]=[CH:18][C:19]=3[C:11]=2[CH2:10][CH2:9][N:8]([C:23](=[O:31])[C:24]2[CH:25]=[CH:26][C:27]([F:30])=[CH:28][CH:29]=2)[CH:7]=1)=[O:5])[CH3:2], predict the reactants needed to synthesize it. The reactants are: [CH2:1]([O:3][C:4]([C:6]1[C:12]2[NH:13][C:14]3[CH:15]=[CH:16][C:17](F)=[CH:18][C:19]=3[C:11]=2[C:10](C)(C)[CH2:9][N:8]([C:23](=[O:31])[C:24]2[CH:29]=[CH:28][C:27]([F:30])=[CH:26][CH:25]=2)[CH:7]=1)=[O:5])[CH3:2].C([O:34]C(C1C2NC3C=CC(N)=CC=3C=2C(C)(C)CN(C(=O)C2C=CC(F)=CC=2)C=1)=O)C.[H+].[B-](F)(F)(F)F.O. (6) Given the product [CH3:8][C:6]1[CH:5]=[C:4]([CH3:9])[N:3]=[C:2]([N:1]2[CH2:15][CH2:14][O:13][CH2:12][CH2:11]2)[CH:7]=1, predict the reactants needed to synthesize it. The reactants are: [NH2:1][C:2]1[CH:7]=[C:6]([CH3:8])[CH:5]=[C:4]([CH3:9])[N:3]=1.Cl[CH2:11][CH2:12][O:13][CH2:14][CH2:15]Cl.[I-].[Na+].O.[Cl-].[Na+].O.